From a dataset of Reaction yield outcomes from USPTO patents with 853,638 reactions. Predict the reaction yield, written as a fraction of the theoretical maximum amount of product (1.0 means a 100% yield; for example, 0.34 means a 34% yield). The reactants are [C:1]1([NH:7][C:8]2[C:9]3[CH:17]=[CH:16][CH:15]=[CH:14][C:10]=3[S:11][C:12]=2[NH2:13])[CH:6]=[CH:5][CH:4]=[CH:3][CH:2]=1.[CH:18](O)=O. The catalyst is COC(OC)OC. The product is [C:1]1([N:7]2[C:8]3[C:9]4[CH:17]=[CH:16][CH:15]=[CH:14][C:10]=4[S:11][C:12]=3[N:13]=[CH:18]2)[CH:2]=[CH:3][CH:4]=[CH:5][CH:6]=1. The yield is 0.540.